Dataset: Forward reaction prediction with 1.9M reactions from USPTO patents (1976-2016). Task: Predict the product of the given reaction. (1) Given the reactants [CH2:1]([O:4][C:5](=[O:17])[NH:6][CH:7]1[CH2:11][C:10](=[O:12])[O:9][CH:8]1[O:13][CH2:14][CH2:15]Cl)[CH:2]=[CH2:3].[NH:18]1[CH2:23][CH2:22][O:21][CH2:20][CH2:19]1, predict the reaction product. The product is: [CH2:1]([O:4][C:5](=[O:17])[NH:6][CH:7]1[CH2:11][C:10](=[O:12])[O:9][CH:8]1[O:13][CH2:14][CH2:15][N:18]1[CH2:23][CH2:22][O:21][CH2:20][CH2:19]1)[CH:2]=[CH2:3]. (2) Given the reactants [NH:1]1[CH:5]=[C:4]([C:6]2[S:10][CH:9]=[C:8]([C:11]([OH:13])=O)[CH:7]=2)[CH:3]=[N:2]1.[NH:14]1[CH2:18][CH2:17][CH2:16][CH:15]1[C:19]1[CH:24]=[CH:23][CH:22]=[CH:21][N:20]=1.C(#N)C, predict the reaction product. The product is: [NH:2]1[CH:3]=[C:4]([C:6]2[S:10][CH:9]=[C:8]([C:11]([N:14]3[CH2:18][CH2:17][CH2:16][CH:15]3[C:19]3[CH:24]=[CH:23][CH:22]=[CH:21][N:20]=3)=[O:13])[CH:7]=2)[CH:5]=[N:1]1. (3) Given the reactants [CH3:1][N:2]1[CH2:7][CH2:6][NH:5][CH2:4][CH2:3]1.C([O-])([O-])=O.[K+].[K+].[CH2:14](Br)[C:15]#[CH:16], predict the reaction product. The product is: [CH3:1][N:2]1[CH2:7][CH2:6][N:5]([CH2:16][C:15]#[CH:14])[CH2:4][CH2:3]1.